This data is from Full USPTO retrosynthesis dataset with 1.9M reactions from patents (1976-2016). The task is: Predict the reactants needed to synthesize the given product. (1) Given the product [CH:6]([C:3]1([CH2:9][O:10][CH3:11])[CH2:2][O:1][C:12]2([CH2:17][CH2:16][CH2:15][CH2:14][CH2:13]2)[O:18][CH2:4]1)([CH3:8])[CH3:7], predict the reactants needed to synthesize it. The reactants are: [OH:1][CH2:2][C:3]([CH2:9][O:10][CH3:11])([CH:6]([CH3:8])[CH3:7])[CH2:4]O.[C:12]1(=[O:18])[CH2:17][CH2:16][CH2:15][CH2:14][CH2:13]1.C1(C)C=CC(S(O)(=O)=O)=CC=1.C(=O)([O-])O.[Na+]. (2) Given the product [Cl:19][C:20]1[CH:21]=[CH:22][C:23]([C:26]2[S:27](=[O:29])(=[O:28])[NH:2][C:3]([CH2:10][F:11])([CH2:8][F:9])[C:4]=2[CH2:17][NH:14][CH2:15][CH3:16])=[CH:24][CH:25]=1, predict the reactants needed to synthesize it. The reactants are: Cl.[NH2:2][C:3]([CH2:10][F:11])([CH2:8][F:9])[C:4](OC)=O.C([N:14]([CH2:17]C)[CH2:15][CH3:16])C.[Cl:19][C:20]1[CH:25]=[CH:24][C:23]([CH2:26][S:27](Cl)(=[O:29])=[O:28])=[CH:22][CH:21]=1.BrCC1C(C)(C)NS(=O)(=O)C=1C1C=CC(Cl)=CC=1.Cl. (3) Given the product [C:7]([O:9][C@H:23]([C:24](=[O:25])[N:26]([CH2:27][CH2:28][O:29][CH3:30])[CH2:31][CH2:32][O:33][CH3:34])[CH3:35])(=[O:8])/[CH:6]=[CH:5]/[C:3]([O:2][CH3:1])=[O:4], predict the reactants needed to synthesize it. The reactants are: [CH3:1][O:2][C:3](/[CH:5]=[CH:6]/[C:7]([OH:9])=[O:8])=[O:4].Cl.CN(C)CCCN=C=NCC.O[C@@H:23]([CH3:35])[C:24]([N:26]([CH2:31][CH2:32][O:33][CH3:34])[CH2:27][CH2:28][O:29][CH3:30])=[O:25].